Dataset: Reaction yield outcomes from USPTO patents with 853,638 reactions. Task: Predict the reaction yield, written as a fraction of the theoretical maximum amount of product (1.0 means a 100% yield; for example, 0.34 means a 34% yield). (1) The reactants are [CH3:1][C:2]([CH3:9])([CH3:8])[C:3](=O)[CH2:4][C:5]#[N:6].[C:10]([CH2:12][CH2:13][NH:14][NH2:15])#[N:11]. The catalyst is CCO. The product is [NH2:6][C:5]1[N:14]([CH2:13][CH2:12][C:10]#[N:11])[N:15]=[C:3]([C:2]([CH3:9])([CH3:8])[CH3:1])[CH:4]=1. The yield is 0.300. (2) The yield is 0.600. The catalyst is C1COCC1.C1C=CC(/C=C/C(/C=C/C2C=CC=CC=2)=O)=CC=1.C1C=CC(/C=C/C(/C=C/C2C=CC=CC=2)=O)=CC=1.C1C=CC(/C=C/C(/C=C/C2C=CC=CC=2)=O)=CC=1.[Pd].[Pd].CC(C1C=C(C(C)C)C(C2C=CC=CC=2P(C2CCCCC2)C2CCCCC2)=C(C(C)C)C=1)C. The product is [C:17]([O:21][C:22]([N:24]1[CH2:28][CH2:27][C@H:26]([O:29][C:30]2[C:31]3[CH2:39][N:38]([C:8]4[CH:13]=[N:12][C:11]([O:14][CH3:15])=[C:10]([Cl:16])[CH:9]=4)[CH2:37][CH2:36][C:32]=3[N:33]=[CH:34][N:35]=2)[CH2:25]1)=[O:23])([CH3:20])([CH3:18])[CH3:19]. The reactants are CC([O-])(C)C.[Na+].Br[C:8]1[CH:9]=[C:10]([Cl:16])[C:11]([O:14][CH3:15])=[N:12][CH:13]=1.[C:17]([O:21][C:22]([N:24]1[CH2:28][CH2:27][C@H:26]([O:29][C:30]2[C:31]3[CH2:39][NH:38][CH2:37][CH2:36][C:32]=3[N:33]=[CH:34][N:35]=2)[CH2:25]1)=[O:23])([CH3:20])([CH3:19])[CH3:18].CCOC(C)=O. (3) The reactants are [C:1]([O:5][C:6]([NH:8][CH:9]([CH2:16]OS(C)(=O)=O)[C:10]([O:12][CH:13]([CH3:15])[CH3:14])=[O:11])=[O:7])([CH3:4])([CH3:3])[CH3:2].[F:22][C:23]1[C:28]([F:29])=[CH:27][C:26]([F:30])=[CH:25][C:24]=1[CH2:31][C:32](=[O:34])[CH3:33].C([O-])([O-])=O.[Cs+].[Cs+]. The catalyst is C1COCC1.CS(C)=O.CCOC(C)=O. The product is [C:1]([O:5][C:6]([NH:8][CH:9]([CH2:16][CH:31]([C:24]1[CH:25]=[C:26]([F:30])[CH:27]=[C:28]([F:29])[C:23]=1[F:22])[C:32](=[O:34])[CH3:33])[C:10]([O:12][CH:13]([CH3:14])[CH3:15])=[O:11])=[O:7])([CH3:2])([CH3:3])[CH3:4]. The yield is 0.600. (4) The reactants are Cl[C:2]1[N:9]=[CH:8][CH:7]=[CH:6][C:3]=1[C:4]#[N:5].[F:10][C:11]1[CH:16]=[CH:15][C:14]([N+:17]([O-:19])=[O:18])=[CH:13][C:12]=1B1OC(C)(C)C(C)(C)O1.[F-].[K+].C(P(C(C)(C)C)C(C)(C)C)(C)(C)C. The catalyst is O1CCCC1.O1CCOCC1.C1C=CC(/C=C/C(/C=C/C2C=CC=CC=2)=O)=CC=1.C1C=CC(/C=C/C(/C=C/C2C=CC=CC=2)=O)=CC=1.C1C=CC(/C=C/C(/C=C/C2C=CC=CC=2)=O)=CC=1.[Pd].[Pd]. The product is [F:10][C:11]1[CH:16]=[CH:15][C:14]([N+:17]([O-:19])=[O:18])=[CH:13][C:12]=1[C:2]1[N:9]=[CH:8][CH:7]=[CH:6][C:3]=1[C:4]#[N:5]. The yield is 0.860. (5) The reactants are [H-].[Na+].[Cl:3][C:4]1[C:5]2[CH:12]=[CH:11][NH:10][C:6]=2[N:7]=[CH:8][N:9]=1.[CH:13]([Si:16](Cl)([CH:20]([CH3:22])[CH3:21])[CH:17]([CH3:19])[CH3:18])([CH3:15])[CH3:14]. The catalyst is O1CCCC1. The product is [Cl:3][C:4]1[C:5]2[CH:12]=[CH:11][N:10]([Si:16]([CH:20]([CH3:22])[CH3:21])([CH:17]([CH3:19])[CH3:18])[CH:13]([CH3:15])[CH3:14])[C:6]=2[N:7]=[CH:8][N:9]=1. The yield is 0.990. (6) The reactants are [C:1]([OH:7])(=[O:6])[C:2]([CH3:5])([CH3:4])[CH3:3].C[Li].C.[Cl-].[Cl-].[Zn+2:13].C1COCC1. No catalyst specified. The product is [C:1]([O-:7])(=[O:6])[C:2]([CH3:5])([CH3:4])[CH3:3].[Zn+2:13].[C:1]([O-:7])(=[O:6])[C:2]([CH3:5])([CH3:4])[CH3:3]. The yield is 1.00. (7) No catalyst specified. The reactants are S(C1C=CC(C)=CC=1)(O)(=O)=O.[F:12][C:13]1[CH:18]=[CH:17][C:16]([S:19]([CH:22]2[CH2:27][CH2:26][CH2:25][NH:24][CH2:23]2)(=[O:21])=[O:20])=[CH:15][CH:14]=1.C(N(C(C)C)CC)(C)C.[Cl:37][C:38]1[CH:43]=[C:42]([Cl:44])[CH:41]=[CH:40][C:39]=1[CH2:45][N:46]=[C:47]=[O:48]. The yield is 0.918. The product is [Cl:37][C:38]1[CH:43]=[C:42]([Cl:44])[CH:41]=[CH:40][C:39]=1[CH2:45][NH:46][C:47]([N:24]1[CH2:25][CH2:26][CH2:27][CH:22]([S:19]([C:16]2[CH:15]=[CH:14][C:13]([F:12])=[CH:18][CH:17]=2)(=[O:20])=[O:21])[CH2:23]1)=[O:48]. (8) The reactants are [N:1]([C:4]1[C:5]([CH:25]([CH3:27])[CH3:26])=[N:6][C:7]([N:12]2[CH2:17][CH2:16][N:15]([C:18](=[O:23])[CH2:19][CH2:20][O:21][CH3:22])[C@H:14]([CH3:24])[CH2:13]2)=[C:8]([CH:11]=1)[C:9]#[N:10])=[N+]=[N-]. The catalyst is CO.[Pd]. The product is [NH2:1][C:4]1[C:5]([CH:25]([CH3:27])[CH3:26])=[N:6][C:7]([N:12]2[CH2:17][CH2:16][N:15]([C:18](=[O:23])[CH2:19][CH2:20][O:21][CH3:22])[C@H:14]([CH3:24])[CH2:13]2)=[C:8]([CH:11]=1)[C:9]#[N:10]. The yield is 0.250.